From a dataset of NCI-60 drug combinations with 297,098 pairs across 59 cell lines. Regression. Given two drug SMILES strings and cell line genomic features, predict the synergy score measuring deviation from expected non-interaction effect. (1) Drug 1: CC1=CC=C(C=C1)C2=CC(=NN2C3=CC=C(C=C3)S(=O)(=O)N)C(F)(F)F. Drug 2: C1=CN(C=N1)CC(O)(P(=O)(O)O)P(=O)(O)O. Cell line: MDA-MB-231. Synergy scores: CSS=-0.350, Synergy_ZIP=0.788, Synergy_Bliss=1.32, Synergy_Loewe=-1.85, Synergy_HSA=-1.05. (2) Drug 1: C1=NC2=C(N=C(N=C2N1C3C(C(C(O3)CO)O)O)F)N. Drug 2: C1=NNC2=C1C(=O)NC=N2. Cell line: NCI/ADR-RES. Synergy scores: CSS=2.66, Synergy_ZIP=-5.66, Synergy_Bliss=-6.02, Synergy_Loewe=-4.44, Synergy_HSA=-4.98.